From a dataset of Forward reaction prediction with 1.9M reactions from USPTO patents (1976-2016). Predict the product of the given reaction. (1) Given the reactants [C:1]([N:4]1[C:13]2[C:8](=[C:9]([O:32][C:33]3[CH:38]=[CH:37][C:36]([F:39])=[C:35]([F:40])[CH:34]=3)[C:10]([C:14]3[CH:15]=[N:16][N:17]([CH:19]4[CH2:24][CH2:23][N:22](C(OC(C)(C)C)=O)[CH2:21][CH2:20]4)[CH:18]=3)=[CH:11][CH:12]=2)[CH2:7][CH2:6][C@@H:5]1[CH3:41])(=[O:3])[CH3:2].C(N1C2C(=C(OC3C=C(F)C=CC=3F)C(C3C=NN(C4CCN(C(OC(C)(C)C)=O)CC4)C=3)=CC=2)CC[C@@H]1C)(=O)C.FC(F)(F)C(O)=O.C(=O)([O-])[O-].[K+].[K+], predict the reaction product. The product is: [F:40][C:35]1[CH:34]=[C:33]([CH:38]=[CH:37][C:36]=1[F:39])[O:32][C:9]1[C:10]([C:14]2[CH:15]=[N:16][N:17]([CH:19]3[CH2:24][CH2:23][NH:22][CH2:21][CH2:20]3)[CH:18]=2)=[CH:11][CH:12]=[C:13]2[C:8]=1[CH2:7][CH2:6][C@H:5]([CH3:41])[N:4]2[C:1](=[O:3])[CH3:2]. (2) Given the reactants [CH2:1]([C:3]1[N:8]=[C:7]([CH2:9][N:10]2[CH2:13][CH:12]([C:14]([O:16]C)=[O:15])[CH2:11]2)[CH:6]=[CH:5][C:4]=1[C:18]1[N:22]=[C:21]([C:23]2[CH:28]=[CH:27][C:26]([CH2:29][CH:30]([CH3:32])[CH3:31])=[C:25]([F:33])[CH:24]=2)[O:20][N:19]=1)[CH3:2].[OH-].[Na+], predict the reaction product. The product is: [CH2:1]([C:3]1[N:8]=[C:7]([CH2:9][N:10]2[CH2:11][CH:12]([C:14]([OH:16])=[O:15])[CH2:13]2)[CH:6]=[CH:5][C:4]=1[C:18]1[N:22]=[C:21]([C:23]2[CH:28]=[CH:27][C:26]([CH2:29][CH:30]([CH3:32])[CH3:31])=[C:25]([F:33])[CH:24]=2)[O:20][N:19]=1)[CH3:2]. (3) Given the reactants Cl.O1CCOCC1.[CH3:8][C:9]([OH:20])([CH3:19])[CH2:10][N:11]1[CH:15]=[C:14]([N+:16]([O-])=O)[CH:13]=[N:12]1, predict the reaction product. The product is: [NH2:16][C:14]1[CH:13]=[N:12][N:11]([CH2:10][C:9]([CH3:19])([OH:20])[CH3:8])[CH:15]=1. (4) Given the reactants [CH3:1][N:2]([CH2:28][CH:29]1[CH2:33][CH2:32][NH:31][CH2:30]1)[C:3]1[S:4][C:5]2[CH:11]=[C:10]([NH:12][C:13]([C:15]3[CH:20]=[CH:19][C:18]([C:21]4[CH:26]=[CH:25][C:24]([F:27])=[CH:23][CH:22]=4)=[CH:17][CH:16]=3)=[O:14])[CH:9]=[CH:8][C:6]=2[N:7]=1.[CH:34](=O)[CH3:35].C(O[BH-](OC(=O)C)OC(=O)C)(=O)C.[Na+], predict the reaction product. The product is: [CH2:34]([N:31]1[CH2:32][CH2:33][CH:29]([CH2:28][N:2]([CH3:1])[C:3]2[S:4][C:5]3[CH:11]=[C:10]([NH:12][C:13]([C:15]4[CH:16]=[CH:17][C:18]([C:21]5[CH:26]=[CH:25][C:24]([F:27])=[CH:23][CH:22]=5)=[CH:19][CH:20]=4)=[O:14])[CH:9]=[CH:8][C:6]=3[N:7]=2)[CH2:30]1)[CH3:35]. (5) Given the reactants Cl[C:2]1([C:13]2[CH:18]=[CH:17][CH:16]=[CH:15][C:14]=2[O:19][CH3:20])[C:10]2[C:5](=[CH:6][CH:7]=[C:8]([Cl:11])[CH:9]=2)[NH:4][C:3]1=[O:12].FC(F)(F)C(O)=O.[NH2:28][C:29]1([C:34]([N:36]([CH3:38])[CH3:37])=[O:35])[CH2:33][CH2:32][CH2:31][CH2:30]1, predict the reaction product. The product is: [Cl:11][C:8]1[CH:9]=[C:10]2[C:5](=[CH:6][CH:7]=1)[NH:4][C:3](=[O:12])[C:2]2([NH:28][C:29]1([C:34]([N:36]([CH3:38])[CH3:37])=[O:35])[CH2:33][CH2:32][CH2:31][CH2:30]1)[C:13]1[CH:18]=[CH:17][CH:16]=[CH:15][C:14]=1[O:19][CH3:20]. (6) The product is: [O:16]=[C:14]1[C:13]2[C:12](=[CH:20][CH:19]=[CH:18][CH:17]=2)[C:11](=[O:21])[N:15]1[CH2:7][C:6]1[CH:9]=[CH:10][C:3]([C:1]#[N:2])=[CH:4][CH:5]=1. Given the reactants [C:1]([C:3]1[CH:10]=[CH:9][C:6]([CH2:7]Br)=[CH:5][CH:4]=1)#[N:2].[C:11]1(=[O:21])[NH:15][C:14](=[O:16])[C:13]2=[CH:17][CH:18]=[CH:19][CH:20]=[C:12]12.[K], predict the reaction product. (7) Given the reactants C([S:4][CH2:5][CH2:6][C:7]1[CH:16]=[CH:15][CH:14]=[C:13]([O:17][CH2:18][C:19]2[CH:24]=[CH:23][C:22]([C:25]([O:27]C)=[O:26])=[CH:21][CH:20]=2)[C:8]=1[C:9]([O:11]C)=[O:10])(=O)C.[OH-].[K+], predict the reaction product. The product is: [C:25]([C:22]1[CH:21]=[CH:20][C:19]([CH2:18][O:17][C:13]2[CH:14]=[CH:15][CH:16]=[C:7]([CH2:6][CH2:5][SH:4])[C:8]=2[C:9]([OH:11])=[O:10])=[CH:24][CH:23]=1)([OH:27])=[O:26].